Dataset: TCR-epitope binding with 47,182 pairs between 192 epitopes and 23,139 TCRs. Task: Binary Classification. Given a T-cell receptor sequence (or CDR3 region) and an epitope sequence, predict whether binding occurs between them. (1) The epitope is SLYNTVATL. The TCR CDR3 sequence is CASSLADEQFF. Result: 0 (the TCR does not bind to the epitope). (2) The epitope is RLRAEAQVK. The TCR CDR3 sequence is CASSQDGALAGGSSYEQYF. Result: 1 (the TCR binds to the epitope). (3) The epitope is FPPTSFGPL. The TCR CDR3 sequence is CASSADSGTYEQYF. Result: 1 (the TCR binds to the epitope). (4) The epitope is TPRVTGGGAM. The TCR CDR3 sequence is CASSLGKLSFTGELFF. Result: 0 (the TCR does not bind to the epitope). (5) The epitope is KLWAQCVQL. The TCR CDR3 sequence is CASSYTGVPNEQFF. Result: 1 (the TCR binds to the epitope). (6) The epitope is YVFCTVNAL. The TCR CDR3 sequence is CASSLEAGFNEQFF. Result: 0 (the TCR does not bind to the epitope). (7) The epitope is YLDAYNMMI. The TCR CDR3 sequence is CASSLTTSATEAFF. Result: 1 (the TCR binds to the epitope). (8) The epitope is IQYIDIGNY. The TCR CDR3 sequence is CSVELTVKETQYF. Result: 0 (the TCR does not bind to the epitope).